Dataset: Full USPTO retrosynthesis dataset with 1.9M reactions from patents (1976-2016). Task: Predict the reactants needed to synthesize the given product. Given the product [F:17][C:3]1[C:2]([C:19]#[C:18][C@:20]2([OH:27])[CH2:24][CH2:23][N:22]([CH3:25])[C:21]2=[O:26])=[CH:7][CH:6]=[CH:5][C:4]=1[C:8]1[N:13]=[C:12]([C:14]([NH2:16])=[O:15])[CH:11]=[CH:10][N:9]=1, predict the reactants needed to synthesize it. The reactants are: Br[C:2]1[C:3]([F:17])=[C:4]([C:8]2[N:13]=[C:12]([C:14]([NH2:16])=[O:15])[CH:11]=[CH:10][N:9]=2)[CH:5]=[CH:6][CH:7]=1.[C:18]([C@:20]1([OH:27])[CH2:24][CH2:23][N:22]([CH3:25])[C:21]1=[O:26])#[CH:19].